From a dataset of Reaction yield outcomes from USPTO patents with 853,638 reactions. Predict the reaction yield, written as a fraction of the theoretical maximum amount of product (1.0 means a 100% yield; for example, 0.34 means a 34% yield). (1) The yield is 0.170. The catalyst is C1COCC1. The reactants are [C:1]([C:5]1[N:6]=[C:7]([N:14]2[CH2:18][CH2:17][C:16]([F:20])([F:19])[CH2:15]2)[C:8]2[N:13]=[N:12][NH:11][C:9]=2[N:10]=1)([CH3:4])([CH3:3])[CH3:2].[Cl:21][C:22]1[CH:27]=[CH:26][CH:25]=[CH:24][C:23]=1[C@@H:28](O)[CH3:29].C1C=CC(P(C2C=CC=CC=2)C2C=CC=CC=2)=CC=1.CCOC(/N=N/C(OCC)=O)=O. The product is [C:1]([C:5]1[N:6]=[C:7]([N:14]2[CH2:18][CH2:17][C:16]([F:19])([F:20])[CH2:15]2)[C:8]2[NH:13][N:12]([C@@H:28]([C:23]3[CH:24]=[CH:25][CH:26]=[CH:27][C:22]=3[Cl:21])[CH3:29])[NH:11][C:9]=2[N:10]=1)([CH3:4])([CH3:2])[CH3:3]. (2) The product is [CH3:1][O:2][C:3]1[CH:12]=[C:11]([O:13][CH3:14])[CH:10]=[C:9]2[C:4]=1[C:5](=[O:33])[NH:6][C:7]([C:15]1[N:20]=[C:19]([N:21]3[CH2:22][CH2:23][N:24]([CH2:27][CH2:28][C:29]([OH:31])=[O:30])[CH2:25][CH2:26]3)[CH:18]=[CH:17][CH:16]=1)=[N:8]2. The reactants are [CH3:1][O:2][C:3]1[CH:12]=[C:11]([O:13][CH3:14])[CH:10]=[C:9]2[C:4]=1[C:5](=[O:33])[NH:6][C:7]([C:15]1[N:20]=[C:19]([N:21]3[CH2:26][CH2:25][N:24]([CH2:27][CH2:28][C:29]([O:31]C)=[O:30])[CH2:23][CH2:22]3)[CH:18]=[CH:17][CH:16]=1)=[N:8]2.[OH-].[Li+]. The catalyst is C1COCC1.O.CO. The yield is 0.830.